This data is from Forward reaction prediction with 1.9M reactions from USPTO patents (1976-2016). The task is: Predict the product of the given reaction. (1) The product is: [Br:39][CH:2]([C:14]1[CH:19]=[CH:18][CH:17]=[CH:16][CH:15]=1)[CH2:3][CH2:4][NH:5][CH3:6]. Given the reactants O[CH:2]([C:14]1[CH:19]=[CH:18][CH:17]=[CH:16][CH:15]=1)[CH2:3][CH2:4][N:5](C)[C:6](=O)OC(C)(C)C.C1(P(C2C=CC=CC=2)C2C=CC=CC=2)C=CC=CC=1.[Br:39]N1C(=O)CCC1=O, predict the reaction product. (2) Given the reactants [F:1][C:2]1[CH:21]=[CH:20][CH:19]=[CH:18][C:3]=1[CH2:4][N:5]1[C:9]([C:10]2[CH:14]=[CH:13][O:12][N:11]=2)=[CH:8][C:7]([C:15](=[NH:17])[NH2:16])=[N:6]1.[C:22]1(/[N:28]=[N:29]/[CH:30]([C:33]#[N:34])[C:31]#[N:32])[CH:27]=[CH:26][CH:25]=[CH:24][CH:23]=1.C(=O)(O)[O-].[K+], predict the reaction product. The product is: [F:1][C:2]1[CH:21]=[CH:20][CH:19]=[CH:18][C:3]=1[CH2:4][N:5]1[C:9]([C:10]2[CH:14]=[CH:13][O:12][N:11]=2)=[CH:8][C:7]([C:15]2[N:16]=[C:31]([NH2:32])[C:30](/[N:29]=[N:28]/[C:22]3[CH:27]=[CH:26][CH:25]=[CH:24][CH:23]=3)=[C:33]([NH2:34])[N:17]=2)=[N:6]1. (3) Given the reactants [F:1][C:2]1[CH:7]=[CH:6][C:5]([C:8]#[C:9][C:10]([N:13]([CH2:18][CH2:19][C:20]([OH:31])([C:25]2[CH:30]=[CH:29][CH:28]=[CH:27][CH:26]=2)[CH2:21][C:22]([CH3:24])=[CH2:23])[C:14](=[O:17])OC)([CH3:12])[CH3:11])=[CH:4][CH:3]=1.[H-].[Na+], predict the reaction product. The product is: [F:1][C:2]1[CH:7]=[CH:6][C:5]([C:8]#[C:9][C:10]([N:13]2[CH2:18][CH2:19][C:20]([CH2:21][C:22]([CH3:24])=[CH2:23])([C:25]3[CH:26]=[CH:27][CH:28]=[CH:29][CH:30]=3)[O:31][C:14]2=[O:17])([CH3:12])[CH3:11])=[CH:4][CH:3]=1. (4) Given the reactants C([O-])(O)=O.[Na+].Cl.[NH2:7][C:8]([NH2:10])=[NH:9].[Cl:11][C:12]1[CH:13]=[CH:14][C:15]2[C:21](=O)[C:20](=[CH:23]N(C)C)[CH2:19][C:18](=[O:27])[NH:17][C:16]=2[CH:28]=1, predict the reaction product. The product is: [NH2:9][C:8]1[N:10]=[CH:23][C:20]2[CH2:19][C:18](=[O:27])[NH:17][C:16]3[CH:28]=[C:12]([Cl:11])[CH:13]=[CH:14][C:15]=3[C:21]=2[N:7]=1. (5) Given the reactants [C:1]([OH:12])(=[O:11])/[CH:2]=[CH:3]/[CH2:4][CH2:5][CH2:6][CH2:7][CH2:8][CH2:9][CH3:10].Cl.[NH:14]1[CH2:19][CH2:18][O:17][CH2:16][CH:15]1[C:20]([O:22][CH3:23])=[O:21], predict the reaction product. The product is: [C:1]([N:14]1[CH2:19][CH2:18][O:17][CH2:16][CH:15]1[C:20]([O:22][CH3:23])=[O:21])(=[O:12])/[CH:2]=[CH:3]/[CH2:4][CH2:5][CH2:6][CH2:7][CH2:8][CH2:9][CH3:10].[C:1]([N:14]1[CH2:19][CH2:18][O:17][CH2:16][CH:15]1[C:20]([OH:22])=[O:21])(=[O:11])/[CH:2]=[CH:3]/[CH2:4][CH2:5][CH2:6][CH2:7][CH2:8][CH2:9][CH3:10]. (6) Given the reactants [Br:1][C:2]1[CH:3]=[CH:4][C:5]([C:13]([OH:15])=[O:14])=[N:6][C:7]=1[S:8][CH2:9][CH:10]([CH3:12])[CH3:11].S(=O)(=O)(O)O.[CH3:21]O, predict the reaction product. The product is: [Br:1][C:2]1[CH:3]=[CH:4][C:5]([C:13]([O:15][CH3:21])=[O:14])=[N:6][C:7]=1[S:8][CH2:9][CH:10]([CH3:12])[CH3:11]. (7) Given the reactants O1[C:5]2([CH2:10][CH2:9][CH:8]([CH:11]([NH:14][S:15]([C:18]([F:21])([F:20])[F:19])(=[O:17])=[O:16])[CH2:12][CH3:13])[CH2:7][CH2:6]2)[O:4]CC1.Cl, predict the reaction product. The product is: [F:20][C:18]([F:19])([F:21])[S:15]([NH:14][CH:11]([CH:8]1[CH2:9][CH2:10][C:5](=[O:4])[CH2:6][CH2:7]1)[CH2:12][CH3:13])(=[O:16])=[O:17].